From a dataset of Forward reaction prediction with 1.9M reactions from USPTO patents (1976-2016). Predict the product of the given reaction. (1) Given the reactants [Cl:1][C:2]1[CH:3]=[CH:4][C:5]([OH:17])=[C:6]([CH:8]=[CH:9][CH2:10][NH:11][CH2:12][CH2:13][C:14]([O-:16])=[O:15])[CH:7]=1.[CH3:18]O, predict the reaction product. The product is: [Cl:1][C:2]1[CH:3]=[CH:4][C:5]([OH:17])=[C:6]([CH2:8][CH2:9][CH2:10][NH:11][CH2:12][CH2:13][C:14]([O:16][CH3:18])=[O:15])[CH:7]=1. (2) Given the reactants Br[C:2]1[CH:3]=[CH:4][C:5]([CH2:8][N:9]2[CH2:14][CH2:13][O:12][CH2:11][CH2:10]2)=[N:6][CH:7]=1.[F:15][C:16]1[CH:17]=[C:18]([N:31]2[CH2:35][C@H:34]([CH2:36][N:37]3[CH:41]=[CH:40][N:39]=[N:38]3)[O:33][C:32]2=[O:42])[CH:19]=[CH:20][C:21]=1B1OC(C)(C)C(C)(C)O1.C(=O)([O-])[O-].[Na+].[Na+], predict the reaction product. The product is: [F:15][C:16]1[CH:17]=[C:18]([N:31]2[CH2:35][C@H:34]([CH2:36][N:37]3[CH:41]=[CH:40][N:39]=[N:38]3)[O:33][C:32]2=[O:42])[CH:19]=[CH:20][C:21]=1[C:2]1[CH:7]=[N:6][C:5]([CH2:8][N:9]2[CH2:14][CH2:13][O:12][CH2:11][CH2:10]2)=[CH:4][CH:3]=1. (3) Given the reactants C([Si]([O:8][CH2:9][CH2:10][O:11][CH2:12][C:13]1[CH:18]=[CH:17][C:16]([CH:19]([CH2:21][CH2:22][CH2:23][CH2:24][CH2:25][CH2:26][CH2:27][CH3:28])[CH3:20])=[CH:15][CH:14]=1)(C)C)(C)(C)C.[F-].C([N+](CCCC)(CCCC)CCCC)CCC, predict the reaction product. The product is: [CH3:20][CH:19]([C:16]1[CH:17]=[CH:18][C:13]([CH2:12][O:11][CH2:10][CH2:9][OH:8])=[CH:14][CH:15]=1)[CH2:21][CH2:22][CH2:23][CH2:24][CH2:25][CH2:26][CH2:27][CH3:28]. (4) Given the reactants Br[C:2]1[C:3](CNC2C[C@H](C)O[C@H](C)C2)=[N:4][C:5]2[N:6]([N:25]=[CH:26][C:27]=2[C:28]2[CH:29]=[N:30][C:31]3[C:36]([CH:37]=2)=[CH:35][C:34]([F:38])=[CH:33][CH:32]=3)[C:7]=1[N:8](COCC[Si](C)(C)C)COCC[Si](C)(C)C.O, predict the reaction product. The product is: [F:38][C:34]1[CH:35]=[C:36]2[C:31](=[CH:32][CH:33]=1)[N:30]=[CH:29][C:28]([C:27]1[CH:26]=[N:25][N:6]3[C:7]([NH2:8])=[CH:2][CH:3]=[N:4][C:5]=13)=[CH:37]2. (5) Given the reactants [O:1]1[CH2:6][CH2:5][CH2:4][O:3][CH:2]1[C:7]1[C:8]2[N:9]([N:14]=[C:15]([C:17]([F:20])([F:19])[F:18])[CH:16]=2)[C:10](I)=[CH:11][CH:12]=1.C([Li])CCC.[CH2:26]([O:28]C=O)C.[Cl-].[NH4+], predict the reaction product. The product is: [O:1]1[CH2:6][CH2:5][CH2:4][O:3][CH:2]1[C:7]1[C:8]2[N:9]([N:14]=[C:15]([C:17]([F:20])([F:19])[F:18])[CH:16]=2)[C:10]([CH:26]=[O:28])=[CH:11][CH:12]=1.